From a dataset of Full USPTO retrosynthesis dataset with 1.9M reactions from patents (1976-2016). Predict the reactants needed to synthesize the given product. (1) Given the product [C:11]([O:10][C:8]([NH:7][C@H:6]([C:5]([OH:65])=[O:4])[CH2:15][C:16]1[CH:17]=[CH:18][C:19]([O:22][C:23](=[O:64])[NH:24][C@@H:25]([CH2:54][CH2:55][NH:56][C:57](=[O:63])[O:58][C:59]([CH3:60])([CH3:62])[CH3:61])[C:26](=[O:53])[NH:27][C@H:28]([C:50](=[O:52])[NH2:51])[CH2:29][S:30][C:31]([C:32]2[CH:37]=[CH:36][CH:35]=[CH:34][CH:33]=2)([C:38]2[CH:39]=[CH:40][CH:41]=[CH:42][CH:43]=2)[C:44]2[CH:49]=[CH:48][CH:47]=[CH:46][CH:45]=2)=[CH:20][CH:21]=1)=[O:9])([CH3:12])([CH3:13])[CH3:14], predict the reactants needed to synthesize it. The reactants are: C([O:4][C:5](=[O:65])[C@H:6]([CH2:15][C:16]1[CH:21]=[CH:20][C:19]([O:22][C:23](=[O:64])[NH:24][C@@H:25]([CH2:54][CH2:55][NH:56][C:57](=[O:63])[O:58][C:59]([CH3:62])([CH3:61])[CH3:60])[C:26](=[O:53])[NH:27][C@H:28]([C:50](=[O:52])[NH2:51])[CH2:29][S:30][C:31]([C:44]2[CH:49]=[CH:48][CH:47]=[CH:46][CH:45]=2)([C:38]2[CH:43]=[CH:42][CH:41]=[CH:40][CH:39]=2)[C:32]2[CH:37]=[CH:36][CH:35]=[CH:34][CH:33]=2)=[CH:18][CH:17]=1)[NH:7][C:8]([O:10][C:11]([CH3:14])([CH3:13])[CH3:12])=[O:9])C=C.C(N(CC)CC)C.C(O)=O. (2) Given the product [CH3:14][O:13][C@@H:5]1[C:6]2[C:11](=[CH:10][CH:9]=[CH:8][CH:7]=2)[CH2:12][C@@H:4]1[NH2:1], predict the reactants needed to synthesize it. The reactants are: [N:1]([C@H:4]1[CH2:12][C:11]2[C:6](=[CH:7][CH:8]=[CH:9][CH:10]=2)[C@H:5]1[O:13][CH3:14])=[N+]=[N-].[H][H]. (3) Given the product [CH:1]12[O:19][CH:16]1[CH2:15][CH2:14][CH2:13][CH2:12][CH2:11][CH2:10][CH:9]=[CH:8][CH2:7][CH2:6][CH2:5][CH2:4][CH2:3][CH2:2]2, predict the reactants needed to synthesize it. The reactants are: [CH:1]1[CH2:16][CH2:15][CH2:14][CH2:13][CH2:12][CH2:11][CH:10]=[CH:9][CH2:8][CH2:7][CH2:6][CH2:5][CH2:4][CH2:3][CH:2]=1.C([O-])(=[O:19])C.[Na+].C1=CCCCCCCC=CCCCCCC1.C1=CCCCCCCC=CCCCCCC1.C1=CCCCCCCC=CCCCCCC1.C(OO)(=O)C.C12OC1CCCCCCC=CCCCCCC2.C12OC1CCCCCCC=CCCCCCC2.